From a dataset of Full USPTO retrosynthesis dataset with 1.9M reactions from patents (1976-2016). Predict the reactants needed to synthesize the given product. (1) Given the product [CH2:30]([C:27]1[CH:26]=[CH:25][C:24]([NH:21][C:22](=[O:23])[NH:11][C@@H:6]([CH2:5][N+:2]([CH3:3])([CH3:4])[CH3:1])[CH2:7][C:8]([O-:10])=[O:9])=[CH:29][CH:28]=1)[CH2:31][CH2:32][CH2:33][CH2:34][CH2:35][CH2:36][CH3:37], predict the reactants needed to synthesize it. The reactants are: [CH3:1][N+:2]([CH2:5][C@H:6]([NH2:11])[CH2:7][C:8]([O-:10])=[O:9])([CH3:4])[CH3:3].C(N(C(C)C)CC)(C)C.[N:21]([C:24]1[CH:29]=[CH:28][C:27]([CH2:30][CH2:31][CH2:32][CH2:33][CH2:34][CH2:35][CH2:36][CH3:37])=[CH:26][CH:25]=1)=[C:22]=[O:23]. (2) Given the product [C:1](=[O:4])([O:3][CH2:28][CH2:29][CH2:23][CH3:24])[O:2][CH2:7][CH2:8][CH2:9][CH3:10], predict the reactants needed to synthesize it. The reactants are: [C:1]([O-:4])([O-:3])=[O:2].[K+].[K+].[CH2:7](O)[CH2:8][CH2:9][CH3:10].COCCOCCOCCO[CH2:23][CH2:24]OC.Cl[C:28](Cl)(Cl)[C:29](C(Cl)(Cl)Cl)=O. (3) Given the product [C:29]([N:8]1[CH2:7][CH2:6][C:5]2[C:4]3[C:12](=[CH:13][CH:14]=[C:2]([CH3:1])[CH:3]=3)[NH:11][C:10]=2[CH:9]1[C:15]1[CH:16]=[C:17]([OH:21])[CH:18]=[CH:19][CH:20]=1)(=[O:31])[CH3:30], predict the reactants needed to synthesize it. The reactants are: [CH3:1][C:2]1[CH:3]=[C:4]2[C:12](=[CH:13][CH:14]=1)[NH:11][C:10]1[CH:9]([C:15]3[CH:20]=[CH:19][CH:18]=[C:17]([OH:21])[CH:16]=3)[NH:8][CH2:7][CH2:6][C:5]2=1.CCN(CC)CC.[C:29](OC(=O)C)(=[O:31])[CH3:30]. (4) Given the product [Cl:16][C:17]1[CH:22]=[CH:21][C:20]([O:23][CH3:24])=[CH:19][C:18]=1[S:25]([NH:28][C:11]([C:9]1[N:8]=[C:6]2[N:5]([CH:10]=1)[CH:4]=[C:3]([C:2]([F:1])([F:15])[F:14])[S:7]2)=[O:13])(=[O:27])=[O:26], predict the reactants needed to synthesize it. The reactants are: [F:1][C:2]([F:15])([F:14])[C:3]1[S:7][C:6]2=[N:8][C:9]([C:11]([OH:13])=O)=[CH:10][N:5]2[CH:4]=1.[Cl:16][C:17]1[CH:22]=[CH:21][C:20]([O:23][CH3:24])=[CH:19][C:18]=1[S:25]([NH2:28])(=[O:27])=[O:26]. (5) Given the product [CH2:1]([CH:3]1[CH:7]([C:8]2[N:12]3[C:13]4[CH:19]=[CH:18][N:17]([CH2:20][O:21][CH2:22][CH2:23][Si:24]([CH3:25])([CH3:27])[CH3:26])[C:14]=4[N:15]=[CH:16][C:11]3=[N:10][N:9]=2)[CH2:6][C:5](=[O:28])[CH2:4]1)[CH3:2], predict the reactants needed to synthesize it. The reactants are: [CH2:1]([C@H:3]1[C@@H:7]([C:8]2[N:12]3[C:13]4[CH:19]=[CH:18][N:17]([CH2:20][O:21][CH2:22][CH2:23][Si:24]([CH3:27])([CH3:26])[CH3:25])[C:14]=4[N:15]=[CH:16][C:11]3=[N:10][N:9]=2)[CH2:6][C@@H:5]([OH:28])[CH2:4]1)[CH3:2].C([C@H]1[C@@H](C2N3C4C=CN(COCC[Si](C)(C)C)C=4N=CC3=NN=2)C[C@H](O)C1)C. (6) Given the product [NH2:27][C:25](=[O:26])[CH2:24][C:18]1([NH:17][C:10]([C:7]2[CH:6]=[C:5]([O:13][CH2:14][CH2:15][F:16])[C:4]([CH:1]3[CH2:2][CH2:3]3)=[CH:9][N:8]=2)=[O:12])[CH2:19][S:20](=[O:22])(=[O:23])[CH2:21]1, predict the reactants needed to synthesize it. The reactants are: [CH:1]1([C:4]2[C:5]([O:13][CH2:14][CH2:15][F:16])=[CH:6][C:7]([C:10]([OH:12])=O)=[N:8][CH:9]=2)[CH2:3][CH2:2]1.[NH2:17][C:18]1([CH2:24][C:25]([NH2:27])=[O:26])[CH2:21][S:20](=[O:23])(=[O:22])[CH2:19]1. (7) Given the product [F:8][C:9]1[CH:10]=[CH:11][C:12]([N:15]2[CH2:20][CH2:19][N:18]([S:21]([CH:24]=[CH:25][CH2:26][NH2:27])(=[O:23])=[O:22])[CH2:17][CH2:16]2)=[CH:13][CH:14]=1, predict the reactants needed to synthesize it. The reactants are: C(O)(C(F)(F)F)=O.[F:8][C:9]1[CH:14]=[CH:13][C:12]([N:15]2[CH2:20][CH2:19][N:18]([S:21]([CH:24]=[CH:25][CH2:26][NH:27]C(OC(C)(C)C)=O)(=[O:23])=[O:22])[CH2:17][CH2:16]2)=[CH:11][CH:10]=1. (8) Given the product [C:12]([N:9]1[CH2:10][CH2:11][C:6]2([CH2:5][CH2:4][C:3]3[C:16](=[CH:17][CH:18]=[CH:19][C:2]=3[Cl:1])[O:15]2)[CH2:7][CH2:8]1)(=[O:32])[CH3:13], predict the reactants needed to synthesize it. The reactants are: [Cl:1][C:2]1[CH:19]=[CH:18][CH:17]=[C:16]2[C:3]=1[CH2:4][CH2:5][C:6]1([O:15]2)[CH2:11][CH2:10][N:9]([C:12](=S)[CH3:13])[CH2:8][CH2:7]1.Cl.ClC1C=CC=C2C=1CCC1([O:32]2)CCNCC1.CCN(CC)CC.C(Cl)(=O)C.